From a dataset of Full USPTO retrosynthesis dataset with 1.9M reactions from patents (1976-2016). Predict the reactants needed to synthesize the given product. (1) Given the product [NH2:23][C:18]1[CH:19]=[CH:20][CH:21]=[CH:22][C:17]=1[C:16]([NH:15][C:12]1[NH:11][N:10]=[C:9]2[CH:8]=[C:7]([C:5]([OH:6])=[O:4])[O:14][C:13]=12)=[O:26], predict the reactants needed to synthesize it. The reactants are: C([O:4][C:5]([C:7]1[O:14][C:13]2[C:12]([NH:15][C:16](=[O:26])[C:17]3[CH:22]=[CH:21][CH:20]=[CH:19][C:18]=3[N+:23]([O-])=O)=[N:11][N:10](C(OCC)=O)[C:9]=2[CH:8]=1)=[O:6])CC.[OH-].[Na+]. (2) Given the product [N:33]1([C:30]2[CH:31]=[CH:32][C:27]([CH2:26][N:10]3[C:9]([S:12][C:13]4[CH:18]=[CH:17][CH:16]=[CH:15][CH:14]=4)=[C:6]4[C:5]([N:4]([CH2:19][C:20]([CH3:21])([CH3:23])[CH3:22])[C:3](=[O:24])[N:2]([CH3:1])[C:7]4=[O:8])=[N:11]3)=[CH:28][CH:29]=2)[CH:37]=[N:36][CH:35]=[N:34]1, predict the reactants needed to synthesize it. The reactants are: [CH3:1][N:2]1[C:7](=[O:8])[C:6]2=[C:9]([S:12][C:13]3[CH:18]=[CH:17][CH:16]=[CH:15][CH:14]=3)[NH:10][N:11]=[C:5]2[N:4]([CH2:19][C:20]([CH3:23])([CH3:22])[CH3:21])[C:3]1=[O:24].Br[CH2:26][C:27]1[CH:32]=[CH:31][C:30]([N:33]2[CH:37]=[N:36][CH:35]=[N:34]2)=[CH:29][CH:28]=1.C([O-])([O-])=O.[K+].[K+]. (3) Given the product [NH2:19][C:20]1[C:25]([C:26]([O:28][CH3:29])=[O:27])=[C:24]([OH:30])[C:23]([C:31]2[CH:35]=[CH:34][O:33][C:32]=2[CH2:36][CH2:37][OH:38])=[CH:22][CH:21]=1, predict the reactants needed to synthesize it. The reactants are: [F-].C([N+](CCCC)(CCCC)CCCC)CCC.[NH2:19][C:20]1[C:25]([C:26]([O:28][CH3:29])=[O:27])=[C:24]([OH:30])[C:23]([C:31]2[CH:35]=[CH:34][O:33][C:32]=2[CH2:36][CH2:37][O:38][Si](C(C)(C)C)(C)C)=[CH:22][CH:21]=1. (4) Given the product [CH3:1][C:2]1[C:6]2[CH:7]=[C:8]([CH:11]=[C:17]3[S:13][C:14](=[O:19])[NH:15][C:16]3=[O:18])[CH:9]=[CH:10][C:5]=2[O:4][CH:3]=1, predict the reactants needed to synthesize it. The reactants are: [CH3:1][C:2]1[C:6]2[CH:7]=[C:8]([CH:11]=O)[CH:9]=[CH:10][C:5]=2[O:4][CH:3]=1.[S:13]1[CH2:17][C:16](=[O:18])[NH:15][C:14]1=[O:19].